Dataset: CYP1A2 inhibition data for predicting drug metabolism from PubChem BioAssay. Task: Regression/Classification. Given a drug SMILES string, predict its absorption, distribution, metabolism, or excretion properties. Task type varies by dataset: regression for continuous measurements (e.g., permeability, clearance, half-life) or binary classification for categorical outcomes (e.g., BBB penetration, CYP inhibition). Dataset: cyp1a2_veith. (1) The result is 0 (non-inhibitor). The molecule is Cc1cc2c(c(=O)o1)C1(C(=O)N(CC(=O)O)c3ccccc31)C(C#N)=C(N)O2. (2) The result is 0 (non-inhibitor). The molecule is O[C@]1(c2ccccc2)c2ccccc2NC2=NCCN21. (3) The molecule is CCC(CC)c1nnc(NC(=O)COc2ccc3c(C)cc(=O)oc3c2)s1. The result is 0 (non-inhibitor). (4) The drug is Cn1cccc1C(=O)N1CCC2(CCCN(C(=O)Nc3ccccc3)C2)CC1. The result is 1 (inhibitor). (5) The compound is O=C1C2[C@@H](c3ccccc3)N[C@@H](c3ccccc3)C1[C@H](c1ccccc1)N[C@H]2c1ccccc1. The result is 0 (non-inhibitor). (6) The molecule is Cc1c(Cl)cnc(NC(=O)COC(=O)CCS(=O)(=O)c2ccccc2)c1Cl. The result is 1 (inhibitor).